The task is: Predict the product of the given reaction.. This data is from Forward reaction prediction with 1.9M reactions from USPTO patents (1976-2016). (1) Given the reactants [CH:1]1([CH2:4][N:5]2[CH:10]=[C:9]([OH:11])[C:8](=[O:12])[C:7]([C:13]3[N:17]([C:18]4[CH:23]=[CH:22][CH:21]=[CH:20][CH:19]=4)[N:16]=[CH:15][CH:14]=3)=[N:6]2)[CH2:3][CH2:2]1.Cl[CH2:25][CH2:26][N:27]1[C:31]2=[N:32][C:33]3[CH:38]=[CH:37][CH:36]=[CH:35][C:34]=3[N:30]2[CH2:29][CH2:28]1.C(=O)([O-])[O-].[Cs+].[Cs+].[I-].[Na+], predict the reaction product. The product is: [CH:1]1([CH2:4][N:5]2[CH:10]=[C:9]([O:11][CH2:25][CH2:26][N:27]3[C:31]4=[N:32][C:33]5[CH:38]=[CH:37][CH:36]=[CH:35][C:34]=5[N:30]4[CH2:29][CH2:28]3)[C:8](=[O:12])[C:7]([C:13]3[N:17]([C:18]4[CH:23]=[CH:22][CH:21]=[CH:20][CH:19]=4)[N:16]=[CH:15][CH:14]=3)=[N:6]2)[CH2:2][CH2:3]1. (2) Given the reactants [Cl:1][C:2]1[CH:7]=[C:6]([Cl:8])[CH:5]=[CH:4][N:3]=1.C(NC(C)C)(C)C.C([Li])CCC.[I:21]I, predict the reaction product. The product is: [Cl:1][C:2]1[C:7]([I:21])=[C:6]([Cl:8])[CH:5]=[CH:4][N:3]=1.